Task: Predict the reaction yield, written as a fraction of the theoretical maximum amount of product (1.0 means a 100% yield; for example, 0.34 means a 34% yield).. Dataset: Reaction yield outcomes from USPTO patents with 853,638 reactions (1) The reactants are [O:1]1[CH2:4][CH:3]([OH:5])[CH2:2]1.[C:6](=O)([O:15]N1C(=O)CCC1=O)[O:7][N:8]1[C:12](=[O:13])[CH2:11][CH2:10][C:9]1=[O:14]. The catalyst is C(#N)C. The product is [C:6](=[O:15])([O:5][CH:3]1[CH2:4][O:1][CH2:2]1)[O:7][N:8]1[C:12](=[O:13])[CH2:11][CH2:10][C:9]1=[O:14]. The yield is 0.620. (2) The reactants are [F:1][CH:2]([F:11])[O:3][C:4]1[CH:9]=[CH:8][C:7](I)=[CH:6][CH:5]=1.[C:12]([Si:14]([CH3:17])([CH3:16])[CH3:15])#[CH:13]. The catalyst is C(N(CC)CC)C.C(#N)C.C1C=CC([P]([Pd]([P](C2C=CC=CC=2)(C2C=CC=CC=2)C2C=CC=CC=2)([P](C2C=CC=CC=2)(C2C=CC=CC=2)C2C=CC=CC=2)[P](C2C=CC=CC=2)(C2C=CC=CC=2)C2C=CC=CC=2)(C2C=CC=CC=2)C2C=CC=CC=2)=CC=1.[Cu](I)I. The product is [F:1][CH:2]([F:11])[O:3][C:4]1[CH:9]=[CH:8][C:7]([C:13]#[C:12][Si:14]([CH3:17])([CH3:16])[CH3:15])=[CH:6][CH:5]=1. The yield is 0.960. (3) The reactants are BrC1[S:18][C:5]2[C:6]3[S:14][C:13]4[C:12]5[S:15][CH:16]=[CH:17][C:11]=5[S:10][C:9]=4[C:7]=3[S:8][C:4]=2[C:3]=1[CH2:19][CH2:20][CH2:21][CH2:22][CH2:23][CH2:24][CH2:25][CH2:26][CH2:27][CH3:28].[CH:29]#[C:30][CH2:31][CH2:32][CH2:33][CH2:34][CH2:35][CH2:36][CH2:37][CH3:38].[CH2:39](N(CC)CC)C. The catalyst is C1C=CC([P]([Pd]([P](C2C=CC=CC=2)(C2C=CC=CC=2)C2C=CC=CC=2)([P](C2C=CC=CC=2)(C2C=CC=CC=2)C2C=CC=CC=2)[P](C2C=CC=CC=2)(C2C=CC=CC=2)C2C=CC=CC=2)(C2C=CC=CC=2)C2C=CC=CC=2)=CC=1.[Cu]I. The product is [C:30]([C:29]1[S:18][C:5]2[C:6]3[S:14][C:13]4[C:12]5[S:15][CH:16]=[CH:17][C:11]=5[S:10][C:9]=4[C:7]=3[S:8][C:4]=2[C:3]=1[CH2:19][CH2:20][CH2:21][CH2:22][CH2:23][CH2:24][CH2:25][CH2:26][CH2:27][CH3:28])#[C:31][CH2:32][CH2:33][CH2:34][CH2:35][CH2:36][CH2:37][CH2:38][CH3:39]. The yield is 0.902. (4) The reactants are [OH:1][C:2]([CH:30]1[CH2:35][CH2:34][O:33][CH2:32][CH2:31]1)([CH:13]([CH:24]1[CH2:29][CH2:28][O:27][CH2:26][CH2:25]1)[C:14]([O:16]CC1C=CC=CC=1)=[O:15])[C:3]([O:5]CC1C=CC=CC=1)=[O:4].[H][H]. The catalyst is C(O)C.[Pd].[C]. The product is [OH:1][C:2]([CH:30]1[CH2:35][CH2:34][O:33][CH2:32][CH2:31]1)([CH:13]([CH:24]1[CH2:25][CH2:26][O:27][CH2:28][CH2:29]1)[C:14]([OH:16])=[O:15])[C:3]([OH:5])=[O:4]. The yield is 0.960. (5) The reactants are [C:1]([NH2:6])(=[O:5])[CH:2]([CH3:4])[CH3:3].C(Cl)(=O)[C:8](Cl)=[O:9].[CH3:13][N:14]1[CH2:19][CH2:18][CH:17]([C:20]2[CH:25]=[CH:24][C:23]([C:26]3[CH:31]=[C:30]([O:32][C:33]4[CH:34]=[CH:35][C:36]([NH2:39])=[N:37][CH:38]=4)[CH:29]=[CH:28][N:27]=3)=[CH:22][CH:21]=2)[CH2:16][CH2:15]1.CCN(C(C)C)C(C)C.[OH-].[Na+].[Cl-].[Na+].O. The catalyst is ClCCCl.C1COCC1. The product is [CH3:13][N:14]1[CH2:15][CH2:16][CH:17]([C:20]2[CH:21]=[CH:22][C:23]([C:26]3[CH:31]=[C:30]([O:32][C:33]4[CH:34]=[CH:35][C:36]([NH:39][C:8]([NH:6][C:1](=[O:5])[CH:2]([CH3:4])[CH3:3])=[O:9])=[N:37][CH:38]=4)[CH:29]=[CH:28][N:27]=3)=[CH:24][CH:25]=2)[CH2:18][CH2:19]1. The yield is 0.140. (6) The reactants are CC(OI1(OC(C)=O)(OC(C)=O)OC(=O)C2C=CC=CC1=2)=O.[C:23]([O:27][C:28]([N:30]1[CH2:35][CH2:34][C:33]2[N:36]([CH2:49][CH2:50][CH2:51][OH:52])[N:37]=[C:38]([C:39]3[CH:44]=[CH:43][C:42]([C:45]([F:48])([F:47])[F:46])=[CH:41][CH:40]=3)[C:32]=2[CH2:31]1)=[O:29])([CH3:26])([CH3:25])[CH3:24]. The catalyst is C(Cl)Cl.CCOCC.C([O-])(O)=O.[Na+]. The product is [C:23]([O:27][C:28]([N:30]1[CH2:35][CH2:34][C:33]2[N:36]([CH2:49][CH2:50][CH:51]=[O:52])[N:37]=[C:38]([C:39]3[CH:44]=[CH:43][C:42]([C:45]([F:48])([F:46])[F:47])=[CH:41][CH:40]=3)[C:32]=2[CH2:31]1)=[O:29])([CH3:26])([CH3:25])[CH3:24]. The yield is 0.790.